This data is from Full USPTO retrosynthesis dataset with 1.9M reactions from patents (1976-2016). The task is: Predict the reactants needed to synthesize the given product. (1) Given the product [C:13]([O:17][C:18]([N:20]1[CH2:25][CH2:24][N:23]([C:5]2[C:4]3[C:9](=[CH:10][CH:11]=[C:2]([Br:1])[CH:3]=3)[N:8]=[CH:7][N:6]=2)[CH2:22][CH2:21]1)=[O:19])([CH3:16])([CH3:14])[CH3:15], predict the reactants needed to synthesize it. The reactants are: [Br:1][C:2]1[CH:3]=[C:4]2[C:9](=[CH:10][CH:11]=1)[N:8]=[CH:7][N:6]=[C:5]2Cl.[C:13]([O:17][C:18]([N:20]1[CH2:25][CH2:24][NH:23][CH2:22][CH2:21]1)=[O:19])([CH3:16])([CH3:15])[CH3:14].C(N(CC)CC)C. (2) Given the product [CH2:8]([C:5]1[N:4]=[CH:3][C:2]([NH:14][C:15]2[CH:20]=[CH:19][CH:18]=[CH:17][CH:16]=2)=[CH:7][CH:6]=1)[CH2:9][CH2:10][CH2:11][CH2:12][CH3:13], predict the reactants needed to synthesize it. The reactants are: Br[C:2]1[CH:3]=[N:4][C:5]([CH2:8][CH2:9][CH2:10][CH2:11][CH2:12][CH3:13])=[CH:6][CH:7]=1.[NH2:14][C:15]1[CH:20]=[CH:19][CH:18]=[CH:17][CH:16]=1. (3) Given the product [CH2:21]([C:20]([C:17]1[CH:18]=[CH:19][C:14]([C:11]2[N:10]=[CH:9][C:8]([CH2:7][C:6]([OH:45])=[O:5])=[CH:13][CH:12]=2)=[C:15]([CH3:44])[CH:16]=1)([C:23]1[CH:28]=[CH:27][C:26](/[CH:29]=[CH:30]/[C:31]([OH:40])([C:32]([F:34])([F:35])[F:33])[C:36]([F:39])([F:37])[F:38])=[C:25]([CH3:41])[CH:24]=1)[CH2:42][CH3:43])[CH3:22], predict the reactants needed to synthesize it. The reactants are: [OH-].[Na+].C([O:5][C:6](=[O:45])[CH2:7][C:8]1[CH:9]=[N:10][C:11]([C:14]2[CH:19]=[CH:18][C:17]([C:20]([CH2:42][CH3:43])([C:23]3[CH:28]=[CH:27][C:26](/[CH:29]=[CH:30]/[C:31]([OH:40])([C:36]([F:39])([F:38])[F:37])[C:32]([F:35])([F:34])[F:33])=[C:25]([CH3:41])[CH:24]=3)[CH2:21][CH3:22])=[CH:16][C:15]=2[CH3:44])=[CH:12][CH:13]=1)C.Cl.